Dataset: Reaction yield outcomes from USPTO patents with 853,638 reactions. Task: Predict the reaction yield, written as a fraction of the theoretical maximum amount of product (1.0 means a 100% yield; for example, 0.34 means a 34% yield). (1) The reactants are Br[C:2]1[C:3]2[CH:12]=[CH:11][O:10][C:4]=2[C:5](=[O:9])[N:6]([CH3:8])[CH:7]=1.[CH:13]1([CH2:16][O:17][C:18]2[CH:23]=[CH:22][C:21]([S:24]([CH2:27][CH3:28])(=[O:26])=[O:25])=[CH:20][C:19]=2B2OC(C)(C)C(C)(C)O2)[CH2:15][CH2:14]1.C([O-])(O)=O.[Na+]. The catalyst is O1CCOCC1.O.C1C=CC(P(C2C=CC=CC=2)[C-]2C=CC=C2)=CC=1.C1C=CC(P(C2C=CC=CC=2)[C-]2C=CC=C2)=CC=1.Cl[Pd]Cl.[Fe+2]. The product is [CH:13]1([CH2:16][O:17][C:18]2[CH:23]=[CH:22][C:21]([S:24]([CH2:27][CH3:28])(=[O:26])=[O:25])=[CH:20][C:19]=2[C:2]2[C:3]3[CH:12]=[CH:11][O:10][C:4]=3[C:5](=[O:9])[N:6]([CH3:8])[CH:7]=2)[CH2:14][CH2:15]1. The yield is 0.250. (2) The reactants are [CH3:1][C:2]1[CH:8]=[C:7]([Br:9])[CH:6]=[CH:5][C:3]=1[NH2:4].[CH2:10]([O:12][C:13]([C:15]1([CH2:28][CH:29]=O)[CH2:20][CH2:19][N:18]([C:21]([O:23][C:24]([CH3:27])([CH3:26])[CH3:25])=[O:22])[CH2:17][CH2:16]1)=[O:14])[CH3:11].C(O)(=O)C.[BH-](OC(C)=O)(OC(C)=O)OC(C)=O.[Na+].NC1C=CC=CC=1. The catalyst is ClCCCl.C(Cl)Cl.CO. The product is [CH2:10]([O:12][C:13]([C:15]1([CH2:28][CH2:29][NH:4][C:3]2[CH:5]=[CH:6][C:7]([Br:9])=[CH:8][C:2]=2[CH3:1])[CH2:20][CH2:19][N:18]([C:21]([O:23][C:24]([CH3:27])([CH3:26])[CH3:25])=[O:22])[CH2:17][CH2:16]1)=[O:14])[CH3:11]. The yield is 0.410. (3) The reactants are [C:1]([O:5][C:6]([N:8]1[CH2:12][C@H:11]([OH:13])[CH2:10][C@H:9]1[C:14]([O:16][CH3:17])=[O:15])=[O:7])([CH3:4])([CH3:3])[CH3:2].[C:18]1(O)[CH:23]=[CH:22][CH:21]=[CH:20][CH:19]=1.C1C=CC(P(C2C=CC=CC=2)C2C=CC=CC=2)=CC=1.CC(OC(/N=N/C(OC(C)C)=O)=O)C. The catalyst is C1COCC1. The product is [C:1]([O:5][C:6]([N:8]1[CH2:12][C@@H:11]([O:13][C:18]2[CH:23]=[CH:22][CH:21]=[CH:20][CH:19]=2)[CH2:10][C@H:9]1[C:14]([O:16][CH3:17])=[O:15])=[O:7])([CH3:4])([CH3:3])[CH3:2]. The yield is 0.860. (4) The catalyst is C(OCC)(=O)C. The product is [O:13]1[C:17]2[CH:18]=[CH:19][C:20]([N:22]3[C:27](=[O:28])[C:26]([CH2:29][C:30]4[CH:35]=[CH:34][C:33]([C:36]5[CH:41]=[CH:40][CH:39]=[CH:38][C:37]=5[C:42]5[NH:3][C:4](=[O:7])[O:5][N:43]=5)=[CH:32][CH:31]=4)=[C:25]([O:44][CH2:45][CH3:46])[N:24]=[C:23]3[CH3:47])=[CH:21][C:16]=2[CH2:15][CH2:14]1. The reactants are [Cl-].O[NH3+:3].[C:4](=[O:7])([O-])[OH:5].[Na+].CS(C)=O.[O:13]1[C:17]2[CH:18]=[CH:19][C:20]([N:22]3[C:27](=[O:28])[C:26]([CH2:29][C:30]4[CH:35]=[CH:34][C:33]([C:36]5[C:37]([C:42]#[N:43])=[CH:38][CH:39]=[CH:40][CH:41]=5)=[CH:32][CH:31]=4)=[C:25]([O:44][CH2:45][CH3:46])[N:24]=[C:23]3[CH3:47])=[CH:21][C:16]=2[CH2:15][CH2:14]1. The yield is 0.350. (5) The reactants are CN(C(ON1N=NC2C=CC=CC1=2)=[N+](C)C)C.F[P-](F)(F)(F)(F)F.[O:25]1[CH2:29][CH2:28][O:27][CH:26]1[CH:30]1[CH2:35][CH2:34][NH:33][CH2:32][CH2:31]1.[CH3:36][C:37]1[CH:42]=[C:41]([C:43]([N:45]2[CH2:54][C:53]3[CH:52]=[N:51][N:50]([CH3:55])[C:49]=3[NH:48][C:47]3[CH:56]=[CH:57][CH:58]=[CH:59][C:46]2=3)=[O:44])[CH:40]=[CH:39][C:38]=1[CH2:60][CH2:61][C:62](O)=[O:63].CCN(C(C)C)C(C)C. The catalyst is ClCCl. The product is [O:25]1[CH2:29][CH2:28][O:27][CH:26]1[CH:30]1[CH2:35][CH2:34][N:33]([C:62](=[O:63])[CH2:61][CH2:60][C:38]2[CH:39]=[CH:40][C:41]([C:43]([N:45]3[CH2:54][C:53]4[CH:52]=[N:51][N:50]([CH3:55])[C:49]=4[NH:48][C:47]4[CH:56]=[CH:57][CH:58]=[CH:59][C:46]3=4)=[O:44])=[CH:42][C:37]=2[CH3:36])[CH2:32][CH2:31]1. The yield is 0.830. (6) The reactants are Br[C:2]1[CH:3]=[C:4]([CH:7]=[CH:8][C:9]=1[O:10][C:11]1[CH:16]=[CH:15][CH:14]=[CH:13][CH:12]=1)[CH:5]=[O:6].[CH3:17][C:18]1[CH:23]=[C:22]([O:24][CH2:25][CH2:26][CH2:27][S:28][CH3:29])[CH:21]=[C:20]([CH3:30])[C:19]=1B(O)O.C1(P(C2CCCCC2)C2C=CC=CC=2C2C(OC)=CC=CC=2OC)CCCCC1.P([O-])([O-])([O-])=O.[K+].[K+].[K+]. The catalyst is C1(C)C=CC=CC=1.O.C(OCC)(=O)C.C1C=CC(/C=C/C(/C=C/C2C=CC=CC=2)=O)=CC=1.C1C=CC(/C=C/C(/C=C/C2C=CC=CC=2)=O)=CC=1.C1C=CC(/C=C/C(/C=C/C2C=CC=CC=2)=O)=CC=1.[Pd].[Pd]. The product is [CH3:17][C:18]1[CH:23]=[C:22]([O:24][CH2:25][CH2:26][CH2:27][S:28][CH3:29])[CH:21]=[C:20]([CH3:30])[C:19]=1[C:2]1[C:9]([O:10][C:11]2[CH:16]=[CH:15][CH:14]=[CH:13][CH:12]=2)=[CH:8][CH:7]=[C:4]([CH:5]=[O:6])[CH:3]=1. The yield is 0.700. (7) The yield is 0.370. The reactants are [CH:1]([O:4][C:5]1[CH:9]=[C:8]([CH2:10][CH2:11][C:12]([O:14][CH2:15][CH3:16])=[O:13])[NH:7][N:6]=1)([CH3:3])[CH3:2].[H-].[Na+].[CH3:19][O:20][C:21]1[CH:28]=[CH:27][CH:26]=[CH:25][C:22]=1[CH2:23]Cl.Cl. The catalyst is CN(C)C=O. The product is [CH3:19][O:20][C:21]1[CH:28]=[CH:27][CH:26]=[CH:25][C:22]=1[CH2:23][N:7]1[C:8]([CH2:10][CH2:11][C:12]([O:14][CH2:15][CH3:16])=[O:13])=[CH:9][C:5]([O:4][CH:1]([CH3:3])[CH3:2])=[N:6]1. (8) The reactants are [C:1]([N:5]1[C:9]([C:10]2[CH:15]=[CH:14][C:13]([F:16])=[CH:12][CH:11]=2)=[C:8]([C:17]2[S:18][CH:19]=[C:20]([CH2:22][C:23]([N:25]3[CH2:30][CH2:29]S[CH2:27][CH2:26]3)=[O:24])[N:21]=2)[CH:7]=[N:6]1)([CH3:4])([CH3:3])[CH3:2].O[O:32][S:33]([O-:35])=O.[K+]. The catalyst is C1COCC1.CO.O. The product is [C:1]([N:5]1[C:9]([C:10]2[CH:15]=[CH:14][C:13]([F:16])=[CH:12][CH:11]=2)=[C:8]([C:17]2[S:18][CH:19]=[C:20]([CH2:22][C:23]([N:25]3[CH2:26][CH2:27][S:33](=[O:35])(=[O:32])[CH2:29][CH2:30]3)=[O:24])[N:21]=2)[CH:7]=[N:6]1)([CH3:4])([CH3:3])[CH3:2]. The yield is 0.760. (9) The reactants are [Cl:1][C:2]1[CH:3]=[C:4](B(O)O)[C:5]([F:8])=[N:6][CH:7]=1.Cl[C:13]1[N:18]=[C:17]([CH3:19])[N:16]=[C:15]([N:20]([CH2:30][C:31]2[CH:36]=[CH:35][C:34]([O:37][CH3:38])=[CH:33][CH:32]=2)[CH2:21][C:22]2[CH:27]=[CH:26][C:25]([O:28][CH3:29])=[CH:24][CH:23]=2)[N:14]=1.CC(N)CC1C=CC=CC=1.OP(O)(O)=O.C([O-])(=O)C.[K+]. The catalyst is C(O)C.O.C(P(C(C)(C)C)C1C=CC(N(C)C)=CC=1)(C)(C)C.Cl[Pd]Cl. The product is [Cl:1][C:2]1[CH:3]=[C:4]([C:13]2[N:18]=[C:17]([CH3:19])[N:16]=[C:15]([N:20]([CH2:21][C:22]3[CH:23]=[CH:24][C:25]([O:28][CH3:29])=[CH:26][CH:27]=3)[CH2:30][C:31]3[CH:32]=[CH:33][C:34]([O:37][CH3:38])=[CH:35][CH:36]=3)[N:14]=2)[C:5]([F:8])=[N:6][CH:7]=1. The yield is 0.554. (10) The reactants are Br[C:2]1[CH:7]=[CH:6][C:5]([Br:8])=[CH:4][N:3]=1.[CH2:9]([S-:11])[CH3:10].[Na+].O. The catalyst is CS(C)=O. The product is [Br:8][C:5]1[CH:6]=[CH:7][C:2]([S:11][CH2:9][CH3:10])=[N:3][CH:4]=1. The yield is 0.920.